Dataset: Full USPTO retrosynthesis dataset with 1.9M reactions from patents (1976-2016). Task: Predict the reactants needed to synthesize the given product. (1) Given the product [OH:2][C:3]1[CH:13]=[C:12]([O:14][CH2:15][CH2:16][O:17][CH2:18][CH2:19][O:20][CH3:21])[CH:11]=[CH:10][C:4]=1[C:5]1[NH:9][CH2:24][C:25]([CH3:30])([C:26]([O:28][CH3:29])=[O:27])[N:31]=1, predict the reactants needed to synthesize it. The reactants are: Cl.[OH:2][C:3]1[CH:13]=[C:12]([O:14][CH2:15][CH2:16][O:17][CH2:18][CH2:19][O:20][CH3:21])[CH:11]=[CH:10][C:4]=1[C:5](=[NH:9])OCC.Cl.N[CH2:24][C:25]([NH:31]Cl)([CH3:30])[C:26]([O:28][CH3:29])=[O:27].CCN(CC)CC. (2) Given the product [Cl:33][C:19]1[N:20]([CH2:25][O:26][CH2:27][CH2:28][Si:29]([CH3:32])([CH3:31])[CH3:30])[C:21]2[C:17]([CH:18]=1)=[CH:16][C:15]([C:12]1[CH:11]=[CH:10][C:9]([C:6]3([CH2:5][OH:4])[CH2:7][CH2:8]3)=[CH:14][CH:13]=1)=[C:23]([Cl:24])[CH:22]=2, predict the reactants needed to synthesize it. The reactants are: C([O:4][CH2:5][C:6]1([C:9]2[CH:14]=[CH:13][C:12]([C:15]3[CH:16]=[C:17]4[C:21](=[CH:22][C:23]=3[Cl:24])[N:20]([CH2:25][O:26][CH2:27][CH2:28][Si:29]([CH3:32])([CH3:31])[CH3:30])[C:19]([Cl:33])=[CH:18]4)=[CH:11][CH:10]=2)[CH2:8][CH2:7]1)(=O)C.O.[Li]. (3) Given the product [N:36]1([CH2:7][CH2:8][CH2:9][S:10]([N:13]2[CH2:18][CH2:17][CH:16]([C:19]3[C:27]4[C:22](=[C:23]([C:33]([NH2:35])=[O:34])[CH:24]=[C:25]([C:28]5[S:29][CH:30]=[CH:31][CH:32]=5)[CH:26]=4)[NH:21][CH:20]=3)[CH2:15][CH2:14]2)(=[O:12])=[O:11])[CH2:41][CH2:40][O:39][CH2:38][CH2:37]1, predict the reactants needed to synthesize it. The reactants are: NS(N)(=O)=O.Cl[CH2:7][CH2:8][CH2:9][S:10]([N:13]1[CH2:18][CH2:17][CH:16]([C:19]2[C:27]3[C:22](=[C:23]([C:33]([NH2:35])=[O:34])[CH:24]=[C:25]([C:28]4[S:29][CH:30]=[CH:31][CH:32]=4)[CH:26]=3)[NH:21][CH:20]=2)[CH2:15][CH2:14]1)(=[O:12])=[O:11].[NH:36]1[CH2:41][CH2:40][O:39][CH2:38][CH2:37]1.C([O-])([O-])=O.[K+].[K+]. (4) Given the product [C:41]([NH:40][S:37]([C:30]1[C:31]2[C:36](=[CH:35][CH:34]=[CH:33][CH:32]=2)[C:27]([C:12]2[S:11][C:10]([C:13]3[O:17][C:16]([CH2:18][C:19]([CH3:25])([CH3:24])[C:20]([OH:22])=[O:21])=[N:15][N:14]=3)=[N:9][C:8]=2[CH2:7][CH:1]2[CH2:2][CH2:3][CH2:4][CH2:5][CH2:6]2)=[CH:28][CH:29]=1)(=[O:39])=[O:38])([CH3:44])([CH3:42])[CH3:43], predict the reactants needed to synthesize it. The reactants are: [CH:1]1([CH2:7][C:8]2[N:9]=[C:10]([C:13]3[O:17][C:16]([CH2:18][C:19]([CH3:25])([CH3:24])[C:20]([O:22]C)=[O:21])=[N:15][N:14]=3)[S:11][CH:12]=2)[CH2:6][CH2:5][CH2:4][CH2:3][CH2:2]1.Br[C:27]1[C:36]2[C:31](=[CH:32][CH:33]=[CH:34][CH:35]=2)[C:30]([S:37]([NH:40][C:41]([CH3:44])([CH3:43])[CH3:42])(=[O:39])=[O:38])=[CH:29][CH:28]=1. (5) Given the product [OH:1][CH:3]([CH2:4][CH2:5][CH2:6][CH2:7][CH2:8][CH2:9][CH2:10][CH3:11])[CH2:2][NH:24][C:13]([CH3:23])([CH3:12])[CH2:14][C:15]1[CH:20]=[CH:19][C:18]([O:21][CH3:22])=[CH:17][CH:16]=1, predict the reactants needed to synthesize it. The reactants are: [O:1]1[CH:3]([CH2:4][CH2:5][CH2:6][CH2:7][CH2:8][CH2:9][CH2:10][CH3:11])[CH2:2]1.[CH3:12][C:13]([NH2:24])([CH3:23])[CH2:14][C:15]1[CH:20]=[CH:19][C:18]([O:21][CH3:22])=[CH:17][CH:16]=1. (6) Given the product [N:1]1[CH:6]=[CH:5][CH:4]=[CH:3][C:2]=1[S:7][S:8][CH2:9][CH2:10][CH2:11][OH:12].[N:1]1[CH:6]=[CH:5][CH:4]=[CH:3][C:2]=1[S:7][S:8][C:9]1[CH:10]=[CH:11][CH:17]=[CH:16][N:15]=1, predict the reactants needed to synthesize it. The reactants are: [N:1]1[CH:6]=[CH:5][CH:4]=[CH:3][C:2]=1[S:7][S:8][CH2:9][CH2:10][CH2:11][OH:12].Cl.C[N:15](C)[CH2:16][CH2:17]CN=C=N. (7) Given the product [Cl:28][C:27]1[CH:26]=[C:25]2[C:21]([C:22]([C:29]([OH:31])=[O:30])=[CH:23][NH:24]2)=[CH:20][C:19]=1[C:16]1[CH:15]=[CH:14][C:13]([CH:9]2[CH2:10][CH2:11][CH2:12][NH:8]2)=[CH:18][CH:17]=1, predict the reactants needed to synthesize it. The reactants are: C(OC([N:8]1[CH2:12][CH2:11][CH2:10][CH:9]1[C:13]1[CH:18]=[CH:17][C:16]([C:19]2[CH:20]=[C:21]3[C:25](=[CH:26][C:27]=2[Cl:28])[NH:24][CH:23]=[C:22]3[C:29]([OH:31])=[O:30])=[CH:15][CH:14]=1)=O)(C)(C)C.Cl. (8) Given the product [NH2:30][C:26]1[N:27]=[CH:28][N:29]=[C:24]([NH:1][C@H:2]([C:5]2[N:14]([C:15]3[CH:16]=[CH:17][CH:18]=[CH:19][CH:20]=3)[C:13](=[O:21])[C:12]3[C:7](=[CH:8][CH:9]=[CH:10][C:11]=3[F:22])[N:6]=2)[CH2:3][CH3:4])[C:25]=1[C:31]1[O:32][C:33]([CH3:36])=[N:34][N:35]=1, predict the reactants needed to synthesize it. The reactants are: [NH2:1][C@H:2]([C:5]1[N:14]([C:15]2[CH:20]=[CH:19][CH:18]=[CH:17][CH:16]=2)[C:13](=[O:21])[C:12]2[C:7](=[CH:8][CH:9]=[CH:10][C:11]=2[F:22])[N:6]=1)[CH2:3][CH3:4].Cl[C:24]1[N:29]=[CH:28][N:27]=[C:26]([NH2:30])[C:25]=1[C:31]1[O:32][C:33]([CH3:36])=[N:34][N:35]=1.CCN(C(C)C)C(C)C.CCOC(C)=O. (9) Given the product [C:1]([C:9]1[CH:34]=[C:33]([Br:35])[CH:32]=[CH:31][C:10]=1[C:11]([N:13]([CH2:14][C:15]1[CH:16]=[CH:17][C:18]([S:21]([CH3:24])(=[O:22])=[O:23])=[CH:19][CH:20]=1)[CH2:25][C:26](=[O:30])[CH2:27][CH2:28][CH3:29])=[O:12])(=[O:8])[C:2]1[CH:7]=[CH:6][CH:5]=[CH:4][CH:3]=1, predict the reactants needed to synthesize it. The reactants are: [C:1]([C:9]1[CH:34]=[C:33]([Br:35])[CH:32]=[CH:31][C:10]=1[C:11]([N:13]([CH2:25][CH:26]([OH:30])[CH2:27][CH2:28][CH3:29])[CH2:14][C:15]1[CH:20]=[CH:19][C:18]([S:21]([CH3:24])(=[O:23])=[O:22])=[CH:17][CH:16]=1)=[O:12])(=[O:8])[C:2]1[CH:7]=[CH:6][CH:5]=[CH:4][CH:3]=1.C(N(CC)CC)C.O.Cl.